Dataset: NCI-60 drug combinations with 297,098 pairs across 59 cell lines. Task: Regression. Given two drug SMILES strings and cell line genomic features, predict the synergy score measuring deviation from expected non-interaction effect. Drug 1: CC12CCC(CC1=CCC3C2CCC4(C3CC=C4C5=CN=CC=C5)C)O. Drug 2: CCC(=C(C1=CC=CC=C1)C2=CC=C(C=C2)OCCN(C)C)C3=CC=CC=C3.C(C(=O)O)C(CC(=O)O)(C(=O)O)O. Cell line: TK-10. Synergy scores: CSS=6.98, Synergy_ZIP=-0.313, Synergy_Bliss=4.27, Synergy_Loewe=3.35, Synergy_HSA=3.36.